Dataset: Full USPTO retrosynthesis dataset with 1.9M reactions from patents (1976-2016). Task: Predict the reactants needed to synthesize the given product. The reactants are: [Br:1][C:2]1[CH:7]=[CH:6][C:5]([C:8]2[O:12][N:11]=[C:10]([CH3:13])[C:9]=2[CH:14]2[CH2:16][O:15]2)=[CH:4][CH:3]=1.[C@@H:17]1([NH2:26])[C:25]2[C:20](=[CH:21][CH:22]=[CH:23][CH:24]=2)[CH2:19][CH2:18]1. Given the product [Br:1][C:2]1[CH:7]=[CH:6][C:5]([C:8]2[O:12][N:11]=[C:10]([CH3:13])[C:9]=2[CH:14]([OH:15])[CH2:16][NH:26][C@@H:17]2[C:25]3[C:20](=[CH:21][CH:22]=[CH:23][CH:24]=3)[CH2:19][CH2:18]2)=[CH:4][CH:3]=1, predict the reactants needed to synthesize it.